From a dataset of Forward reaction prediction with 1.9M reactions from USPTO patents (1976-2016). Predict the product of the given reaction. (1) Given the reactants [H-].[Na+].[OH:3][CH:4]1[CH2:9][CH2:8][N:7]([C:10]([O:12][C:13]([CH3:16])([CH3:15])[CH3:14])=[O:11])[CH2:6][CH2:5]1.Cl[C:18]1[CH:23]=[C:22]([C:24]2([OH:28])[CH2:27][O:26][CH2:25]2)[CH:21]=[C:20]([C:29]([F:32])([F:31])[F:30])[N:19]=1.[Cl-].[NH4+], predict the reaction product. The product is: [OH:28][C:24]1([C:22]2[CH:21]=[C:20]([C:29]([F:32])([F:31])[F:30])[N:19]=[C:18]([O:3][CH:4]3[CH2:5][CH2:6][N:7]([C:10]([O:12][C:13]([CH3:16])([CH3:15])[CH3:14])=[O:11])[CH2:8][CH2:9]3)[CH:23]=2)[CH2:25][O:26][CH2:27]1. (2) Given the reactants [ClH:1].Cl.C([N:10]1[CH2:15][CH2:14][N:13]2[C:16]([CH3:19])=[CH:17][N:18]=[C:12]2[CH2:11]1)C1C=CC=CC=1, predict the reaction product. The product is: [ClH:1].[ClH:1].[CH3:19][C:16]1[N:13]2[CH2:14][CH2:15][NH:10][CH2:11][C:12]2=[N:18][CH:17]=1. (3) Given the reactants [NH:1]1[C:9]2[C:4](=[CH:5][CH:6]=[CH:7][C:8]=2[CH2:10][NH:11][CH2:12][CH2:13][OH:14])[CH:3]=[CH:2]1.[CH3:15][C:16]([O:19][C:20](O[C:20]([O:19][C:16]([CH3:18])([CH3:17])[CH3:15])=[O:21])=[O:21])([CH3:18])[CH3:17], predict the reaction product. The product is: [C:16]([O:19][C:20](=[O:21])[N:11]([CH2:12][CH2:13][OH:14])[CH2:10][C:8]1[CH:7]=[CH:6][CH:5]=[C:4]2[C:9]=1[NH:1][CH:2]=[CH:3]2)([CH3:18])([CH3:17])[CH3:15]. (4) Given the reactants [C:1]([O:5][C:6](=[O:35])[CH2:7][N:8]1[C:12]2[CH:13]=[CH:14][CH:15]=[CH:16][C:11]=2[N:10]([CH2:17][C:18]2[N:22]([CH2:23][CH2:24][CH:25]([CH3:27])[CH3:26])[C:21]3[CH:28]=[CH:29][C:30]([C:32]#[N:33])=[CH:31][C:20]=3[N:19]=2)[C:9]1=[O:34])([CH3:4])([CH3:3])[CH3:2].Cl.[NH2:37][OH:38].C([O-])([O-])=O.[K+].[K+], predict the reaction product. The product is: [C:1]([O:5][C:6](=[O:35])[CH2:7][N:8]1[C:12]2[CH:13]=[CH:14][CH:15]=[CH:16][C:11]=2[N:10]([CH2:17][C:18]2[N:22]([CH2:23][CH2:24][CH:25]([CH3:27])[CH3:26])[C:21]3[CH:28]=[CH:29][C:30]([C:32](=[NH:33])[NH:37][OH:38])=[CH:31][C:20]=3[N:19]=2)[C:9]1=[O:34])([CH3:3])([CH3:4])[CH3:2]. (5) Given the reactants [NH2:1][CH2:2][C:3]1[CH:4]=[CH:5][C:6]([Cl:19])=[C:7]([O:9][C:10]2[CH:11]=[C:12]([CH:15]=[C:16]([Cl:18])[CH:17]=2)[C:13]#[N:14])[CH:8]=1.Cl[C:21]([C:23]1[CH:32]=[CH:31][C:26]([C:27]([O:29][CH3:30])=[O:28])=[CH:25][CH:24]=1)=[O:22].CCN(C(C)C)C(C)C, predict the reaction product. The product is: [Cl:19][C:6]1[CH:5]=[CH:4][C:3]([CH2:2][NH:1][C:21]([C:23]2[CH:32]=[CH:31][C:26]([C:27]([O:29][CH3:30])=[O:28])=[CH:25][CH:24]=2)=[O:22])=[CH:8][C:7]=1[O:9][C:10]1[CH:11]=[C:12]([C:13]#[N:14])[CH:15]=[C:16]([Cl:18])[CH:17]=1. (6) Given the reactants C[O:2][C:3](=[O:15])[CH2:4][CH2:5][CH2:6][CH2:7][CH2:8][CH2:9][CH2:10][CH:11]=[CH:12][CH2:13][CH3:14].[OH-].[Na+], predict the reaction product. The product is: [C:3]([OH:15])(=[O:2])[CH2:4][CH2:5][CH2:6][CH2:7][CH2:8][CH2:9][CH2:10][CH:11]=[CH:12][CH2:13][CH3:14].